Predict the reactants needed to synthesize the given product. From a dataset of Full USPTO retrosynthesis dataset with 1.9M reactions from patents (1976-2016). (1) Given the product [Cl:11][C:4]1[N:3]=[C:2]([NH:18][CH:12]2[CH2:17][CH2:16][CH2:15][CH2:14][CH2:13]2)[C:7]([N+:8]([O-:10])=[O:9])=[CH:6][CH:5]=1, predict the reactants needed to synthesize it. The reactants are: Cl[C:2]1[C:7]([N+:8]([O-:10])=[O:9])=[CH:6][CH:5]=[C:4]([Cl:11])[N:3]=1.[CH:12]1([NH2:18])[CH2:17][CH2:16][CH2:15][CH2:14][CH2:13]1. (2) Given the product [CH3:3][O:4][C:5]([CH:6]1[CH2:7][O:18][C:10]([CH2:11][CH2:12][CH2:13][CH2:14][C:15](=[O:17])[CH3:16])=[N:9]1)=[O:19], predict the reactants needed to synthesize it. The reactants are: N#N.[CH3:3][O:4][C:5](=[O:19])[CH:6]([NH:9][C:10](=[O:18])[CH2:11][CH2:12][CH2:13][CH2:14][C:15](=[O:17])[CH3:16])[CH2:7]O.[OH-].COC(NS([N+](CC)(CC)CC)(=O)=O)=O. (3) Given the product [N:13]1[CH:14]=[CH:15][CH:16]=[N:17][C:12]=1[N:9]1[CH2:10][CH2:11][CH:6]([C:4]([OH:5])=[O:3])[CH2:7][CH2:8]1, predict the reactants needed to synthesize it. The reactants are: C([O:3][C:4]([CH:6]1[CH2:11][CH2:10][N:9]([C:12]2[N:17]=[CH:16][CH:15]=[CH:14][N:13]=2)[CH2:8][CH2:7]1)=[O:5])C.O.[OH-].[Li+].O. (4) Given the product [C:17]([O:11][CH:8]([CH2:9][CH3:10])[C:2]([C:3]([O:5][CH2:6][CH3:7])=[O:4])([F:12])[F:1])(=[O:21])[C:18]([CH3:20])=[CH2:19], predict the reactants needed to synthesize it. The reactants are: [F:1][C:2]([F:12])([CH:8]([OH:11])[CH2:9][CH3:10])[C:3]([O:5][CH2:6][CH3:7])=[O:4].C(Cl)(Cl)Cl.[C:17](Cl)(=[O:21])[C:18]([CH3:20])=[CH2:19].C(N(CC)CC)C. (5) Given the product [Cl:1][C:2]1[C:3]([NH:21][CH:22]2[CH2:23][CH2:24]2)=[N:4][C:5]([N:8]([C:9]2[CH:14]=[CH:13][CH:12]=[C:11]([N:15]3[CH2:19][CH2:18][CH2:17][C:16]3=[O:20])[CH:10]=2)[C:28](=[O:29])[CH2:27][O:26][CH3:25])=[N:6][CH:7]=1, predict the reactants needed to synthesize it. The reactants are: [Cl:1][C:2]1[C:3]([NH:21][CH:22]2[CH2:24][CH2:23]2)=[N:4][C:5]([NH:8][C:9]2[CH:10]=[C:11]([N:15]3[CH2:19][CH2:18][CH2:17][C:16]3=[O:20])[CH:12]=[CH:13][CH:14]=2)=[N:6][CH:7]=1.[CH3:25][O:26][CH2:27][C:28](Cl)=[O:29].C(=O)([O-])[O-].[K+].[K+].C([O-])(O)=O.[Na+].